Dataset: Reaction yield outcomes from USPTO patents with 853,638 reactions. Task: Predict the reaction yield, written as a fraction of the theoretical maximum amount of product (1.0 means a 100% yield; for example, 0.34 means a 34% yield). (1) The reactants are [CH3:1][C:2]1[CH:9]=[CH:8][CH:7]=[CH:6][C:3]=1[CH:4]=O.[CH2:10]([O:12][C:13](=[O:17])[CH2:14][C:15]#[N:16])[CH3:11].C1C=CC=CC=1.N1CCCC1. The catalyst is C(O)(=O)C. The product is [C:15]([C:14](=[CH:4][C:3]1[CH:6]=[CH:7][CH:8]=[CH:9][C:2]=1[CH3:1])[C:13]([O:12][CH2:10][CH3:11])=[O:17])#[N:16]. The yield is 0.553. (2) The reactants are C([N:8]1[CH2:13][CH2:12][N:11]2[N:14]=[C:15]([C:17]3[CH:22]=[CH:21][C:20]([F:23])=[CH:19][CH:18]=3)[CH:16]=[C:10]2[CH2:9]1)C1C=CC=CC=1. The catalyst is CO.[Pd]. The product is [F:23][C:20]1[CH:19]=[CH:18][C:17]([C:15]2[CH:16]=[C:10]3[CH2:9][NH:8][CH2:13][CH2:12][N:11]3[N:14]=2)=[CH:22][CH:21]=1. The yield is 0.750. (3) The reactants are [N:1]([CH2:4][CH3:5])=[C:2]=[O:3].C(N(CC)CC)C.Cl.[NH2:14][CH:15]1[CH2:20][CH2:19][C:18](=[O:21])[CH2:17][CH2:16]1. The catalyst is C1(C)C=CC=CC=1. The product is [CH2:4]([NH:1][C:2]([NH:14][CH:15]1[CH2:20][CH2:19][C:18](=[O:21])[CH2:17][CH2:16]1)=[O:3])[CH3:5]. The yield is 0.980. (4) The reactants are [NH:1]([C:3]1[N:8]=[C:7]([CH3:9])[C:6]([O:10][C:11]2[CH:16]=[CH:15][N:14]=[C:13]([C:17]3[CH:18]=[N:19][N:20]([CH3:22])[CH:21]=3)[CH:12]=2)=[CH:5][CH:4]=1)[NH2:2].[CH3:23][C:24]([CH3:29])([CH3:28])[C:25](Cl)=[O:26].C(N(CC)CC)C.Cl[C:38](Cl)([O:40]C(=O)OC(Cl)(Cl)Cl)Cl. The catalyst is C(Cl)Cl. The product is [C:24]([C:25]1[O:26][C:38](=[O:40])[N:1]([C:3]2[CH:4]=[CH:5][C:6]([O:10][C:11]3[CH:16]=[CH:15][N:14]=[C:13]([C:17]4[CH:18]=[N:19][N:20]([CH3:22])[CH:21]=4)[CH:12]=3)=[C:7]([CH3:9])[N:8]=2)[N:2]=1)([CH3:29])([CH3:28])[CH3:23]. The yield is 0.378.